From a dataset of Reaction yield outcomes from USPTO patents with 853,638 reactions. Predict the reaction yield, written as a fraction of the theoretical maximum amount of product (1.0 means a 100% yield; for example, 0.34 means a 34% yield). (1) The reactants are [CH3:1][O:2][C:3](=[O:27])[C:4]1[C:5](=[C:10]([CH3:26])[C:11]([O:18][S:19]([C:22]([F:25])([F:24])[F:23])(=[O:21])=[O:20])=[CH:12][C:13]=1[O:14]CC=C)[C:6]([O:8][CH3:9])=[O:7].C(NCC)C. The catalyst is C1(C)C=CC=CC=1. The product is [CH3:1][O:2][C:3](=[O:27])[C:4]1[C:5](=[C:10]([CH3:26])[C:11]([O:18][S:19]([C:22]([F:23])([F:25])[F:24])(=[O:21])=[O:20])=[CH:12][C:13]=1[OH:14])[C:6]([O:8][CH3:9])=[O:7]. The yield is 0.550. (2) The reactants are [Li]CCCC.CCCCCC.Br[C:13]1[C:26]2[C:27]3=[C:28]4[C:23](=[CH:24][CH:25]=2)[CH:22]=[CH:21][CH:20]=[C:19]4[CH:18]=[CH:17][C:16]3=[CH:15][CH:14]=1.[B:29](OC)([O:32]C)[O:30]C.Cl. The catalyst is O1CCCC1. The product is [C:13]1([B:29]([OH:32])[OH:30])[C:26]2[C:27]3=[C:28]4[C:23](=[CH:24][CH:25]=2)[CH:22]=[CH:21][CH:20]=[C:19]4[CH:18]=[CH:17][C:16]3=[CH:15][CH:14]=1. The yield is 0.700. (3) The reactants are [CH3:1][O:2][C:3]([C:5]1[C:10](Br)=[CH:9][C:8]([CH3:12])=[CH:7][N:6]=1)=[O:4].[CH3:13][O:14][C:15](=[O:18])[CH:16]=[CH2:17].C1(C)C=CC=CC=1P(C1C=CC=CC=1C)C1C=CC=CC=1C.O. The yield is 0.800. The product is [CH3:1][O:2][C:3]([C:5]1[C:10]([CH:17]=[CH:16][C:15]([O:14][CH3:13])=[O:18])=[CH:9][C:8]([CH3:12])=[CH:7][N:6]=1)=[O:4]. The catalyst is CCOC(C)=O.[CH2-]C=C.[CH2-]C=C.Cl[Pd+].Cl[Pd+].C1(C)C=CC=CC=1.CC(N(C)C)=O. (4) The reactants are [C:1]([NH:4][C@@H:5]([CH2:10][SH:11])[C:6](OC)=[O:7])(=[O:3])[CH3:2].[OH-].[NH4+:13]. The catalyst is C1(C)C=CC=CC=1.ClCCl.CO. The product is [C:1]([NH:4][C@@H:5]([CH2:10][SH:11])[C:6]([NH2:13])=[O:7])(=[O:3])[CH3:2]. The yield is 0.520.